Dataset: Catalyst prediction with 721,799 reactions and 888 catalyst types from USPTO. Task: Predict which catalyst facilitates the given reaction. Reactant: Cl[CH2:2][CH2:3][C:4]([C:10]1[CH:15]=[CH:14][C:13]([F:16])=[CH:12][CH:11]=1)([OH:9])[CH2:5][C:6]([CH3:8])=[CH2:7].BrC1C=CC=CC=1[C@@H]([N:26]=[C:27]=[O:28])C.C1CCN2C(=NCCC2)CC1. Product: [F:16][C:13]1[CH:14]=[CH:15][C:10]([C:4]2([CH2:5][C:6]([CH3:8])=[CH2:7])[O:9][C:27](=[O:28])[NH:26][CH2:2][CH2:3]2)=[CH:11][CH:12]=1. The catalyst class is: 49.